From a dataset of Catalyst prediction with 721,799 reactions and 888 catalyst types from USPTO. Predict which catalyst facilitates the given reaction. (1) The catalyst class is: 27. Reactant: C([O:5][C:6]([NH:8][C@H:9](C1CCCCC1)[CH2:10][CH2:11]C(O)=O)=[O:7])(C)(C)C.[CH2:21]([N:28]1[C:32]([CH2:33][NH:34][CH:35]2[CH2:40][CH2:39][CH2:38][CH2:37][CH2:36]2)=[N:31][N:30]=[N:29]1)[C:22]1[CH:27]=[CH:26][CH:25]=[CH:24][CH:23]=1.C(N(CC)C(C)C)(C)C.CN(C(ON1N=N[C:60]2[CH:61]=[CH:62][CH:63]=[CH:64][C:59]1=2)=[N+](C)C)C.F[P-](F)(F)(F)(F)F.CN([CH:77]=[O:78])C. Product: [CH2:21]([N:28]1[C:32]([CH2:33][N:34]([CH:35]2[CH2:40][CH2:39][CH2:38][CH2:37][CH2:36]2)[C:77]([CH:59]2[CH2:60][CH2:61][CH2:62][C@@H:63]([CH2:11][CH2:10][CH2:9][NH:8][C:6](=[O:5])[OH:7])[CH2:64]2)=[O:78])=[N:31][N:30]=[N:29]1)[C:22]1[CH:23]=[CH:24][CH:25]=[CH:26][CH:27]=1. (2) Reactant: [C@H:1]1([C:7]([OH:9])=[O:8])[CH2:6][CH2:5][CH:4]=[CH:3][CH2:2]1.C[Si]([Br:14])(C)C.CS(C)=O.C(N(CC)C(C)C)(C)C.C1C=C(NS(C2C=CC(N/N=C3/C=CC(C(C(O)=O)=C/3)=O)=CC=2)(=O)=O)N=CC=1. Product: [Br:14][C@H:4]1[C@@H:5]2[CH2:6][C@@H:1]([C:7](=[O:9])[O:8]2)[CH2:2][CH2:3]1. The catalyst class is: 22. (3) Reactant: [C:1]([CH:5]1[N:14]2[C:9](=[CH:10][C:11](=[O:20])[C:12]([C:15]([O:17][CH2:18][CH3:19])=[O:16])=[CH:13]2)[C:8]2[CH:21]=[C:22]([O:26][CH3:27])[C:23]([OH:25])=[CH:24][C:7]=2[CH2:6]1)([CH3:4])([CH3:3])[CH3:2].CC1C=CC(S(O[CH2:39][CH2:40][CH2:41][S:42][CH3:43])(=O)=O)=CC=1.C([O-])([O-])=O.[K+].[K+]. Product: [C:1]([CH:5]1[N:14]2[C:9](=[CH:10][C:11](=[O:20])[C:12]([C:15]([O:17][CH2:18][CH3:19])=[O:16])=[CH:13]2)[C:8]2[CH:21]=[C:22]([O:26][CH3:27])[C:23]([O:25][CH2:39][CH2:40][CH2:41][S:42][CH3:43])=[CH:24][C:7]=2[CH2:6]1)([CH3:2])([CH3:3])[CH3:4]. The catalyst class is: 3. (4) Reactant: [NH:1]1[C:9]2[C:4](=[CH:5][CH:6]=[CH:7][C:8]=2[C:10]([OH:12])=O)[CH:3]=[CH:2]1.CN(C(ON1N=NC2C=CC=CC1=2)=[N+](C)C)C.[B-](F)(F)(F)F.C(N(CC)C(C)C)(C)C.[C:44]([C:48]1[CH:62]=[CH:61][C:51]([CH2:52][NH:53][CH2:54][CH:55]([OH:60])[C:56]([F:59])([F:58])[F:57])=[CH:50][CH:49]=1)([CH3:47])([CH3:46])[CH3:45]. Product: [C:44]([C:48]1[CH:62]=[CH:61][C:51]([CH2:52][N:53]([CH2:54][CH:55]([OH:60])[C:56]([F:59])([F:57])[F:58])[C:10]([C:8]2[CH:7]=[CH:6][CH:5]=[C:4]3[C:9]=2[NH:1][CH:2]=[CH:3]3)=[O:12])=[CH:50][CH:49]=1)([CH3:47])([CH3:45])[CH3:46]. The catalyst class is: 18. (5) Reactant: [NH2:1][C:2](=O)[CH2:3][CH2:4][CH2:5][CH2:6][C:7]([O:9][CH3:10])=[O:8].P12(SP3(SP(SP(S3)(S1)=S)(=S)S2)=S)=[S:13]. Product: [NH2:1][C:2](=[S:13])[CH2:3][CH2:4][CH2:5][CH2:6][C:7]([O:9][CH3:10])=[O:8]. The catalyst class is: 1. (6) Reactant: [SH:1][C:2]1[CH:10]=[CH:9][C:5]([C:6]([OH:8])=O)=[CH:4][N:3]=1.Cl.[CH3:12][C@@H:13]([NH2:18])[C:14]([F:17])([F:16])[F:15].CCOC1N(C(OCC)=O)C2C(=CC=CC=2)C=C1.C(N(CC)CC)C. The catalyst class is: 18. Product: [SH:1][C:2]1[CH:10]=[CH:9][C:5]([C:6]([NH:18][C@H:13]([CH3:12])[C:14]([F:17])([F:16])[F:15])=[O:8])=[CH:4][N:3]=1. (7) Reactant: [CH:1]1([C:4]2[CH:5]=[C:6]([C@@H:16]([CH2:20][CH:21]3[CH2:26][CH2:25][C:24](=[O:27])[CH2:23][CH2:22]3)[C:17]([OH:19])=[O:18])[CH:7]=[CH:8][C:9]=2[S:10]([CH:13]2[CH2:15][CH2:14]2)(=[O:12])=[O:11])[CH2:3][CH2:2]1.[N+](=[CH:30][Si](C)(C)C)=[N-].CO. Product: [CH:1]1([C:4]2[CH:5]=[C:6]([C@@H:16]([CH2:20][CH:21]3[CH2:26][CH2:25][C:24](=[O:27])[CH2:23][CH2:22]3)[C:17]([O:19][CH3:30])=[O:18])[CH:7]=[CH:8][C:9]=2[S:10]([CH:13]2[CH2:14][CH2:15]2)(=[O:12])=[O:11])[CH2:2][CH2:3]1. The catalyst class is: 11.